Dataset: Peptide-MHC class I binding affinity with 185,985 pairs from IEDB/IMGT. Task: Regression. Given a peptide amino acid sequence and an MHC pseudo amino acid sequence, predict their binding affinity value. This is MHC class I binding data. (1) The peptide sequence is ELRQLAQSL. The MHC is HLA-A02:12 with pseudo-sequence HLA-A02:12. The binding affinity (normalized) is 0.0847. (2) The peptide sequence is ITLWQRPLV. The MHC is HLA-A26:01 with pseudo-sequence HLA-A26:01. The binding affinity (normalized) is 0.